Dataset: Retrosynthesis with 50K atom-mapped reactions and 10 reaction types from USPTO. Task: Predict the reactants needed to synthesize the given product. (1) Given the product Cc1c(-c2cc(Nc3ccc(C(=O)N4CCOCC4)cn3)c(=O)n(C)n2)cccc1-n1cnc2cc(C(C)(C)C)ccc2c1=O, predict the reactants needed to synthesize it. The reactants are: Cc1c(B2OC(C)(C)C(C)(C)O2)cccc1-n1cnc2cc(C(C)(C)C)ccc2c1=O.Cn1nc(Cl)cc(Nc2ccc(C(=O)N3CCOCC3)cn2)c1=O. (2) Given the product CC(C)(C)OC(=O)N[C@@H](CCCCNC(=O)OCc1ccccc1)C(=O)OC1CCCC1, predict the reactants needed to synthesize it. The reactants are: CC(C)(C)OC(=O)N[C@@H](CCCCNC(=O)OCc1ccccc1)C(=O)O.OC1CCCC1.